From a dataset of Forward reaction prediction with 1.9M reactions from USPTO patents (1976-2016). Predict the product of the given reaction. (1) Given the reactants [Cl:1][C:2]1[N:7]=[CH:6][C:5]([NH2:8])=[CH:4][CH:3]=1.[C:9]([C:17](Cl)=[O:18])(=[O:16])[C:10]1[CH:15]=[CH:14][CH:13]=[CH:12][CH:11]=1, predict the reaction product. The product is: [Cl:1][C:2]1[N:7]=[CH:6][C:5]([NH:8][C:17](=[O:18])[C:9](=[O:16])[C:10]2[CH:15]=[CH:14][CH:13]=[CH:12][CH:11]=2)=[CH:4][CH:3]=1. (2) The product is: [CH3:4][C:5]1[O:9][C:8]([C:10]2[S:11][CH:12]=[CH:13][CH:14]=2)=[N:7][C:6]=1[CH2:15][O:16][C:17]1[CH:38]=[CH:37][C:20]([CH2:21][O:22]/[N:23]=[C:24](/[C:31]2[CH:36]=[CH:35][CH:34]=[CH:33][CH:32]=2)\[CH2:25][CH2:26][C:27]([OH:29])=[O:28])=[CH:19][CH:18]=1. Given the reactants O.[OH-].[Li+].[CH3:4][C:5]1[O:9][C:8]([C:10]2[S:11][CH:12]=[CH:13][CH:14]=2)=[N:7][C:6]=1[CH2:15][O:16][C:17]1[CH:38]=[CH:37][C:20]([CH2:21][O:22]/[N:23]=[C:24](/[C:31]2[CH:36]=[CH:35][CH:34]=[CH:33][CH:32]=2)\[CH2:25][CH2:26][C:27]([O:29]C)=[O:28])=[CH:19][CH:18]=1.O.Cl, predict the reaction product. (3) Given the reactants C[I:2].[NH2:3][C@H:4]([C:9]([OH:11])=[O:10])[CH2:5][CH2:6][S:7][CH3:8], predict the reaction product. The product is: [I-:2].[CH3:6][SH2+:7].[NH2:3][C@H:4]([C:9]([OH:11])=[O:10])[CH2:5][CH2:6][S:7][CH3:8]. (4) Given the reactants [F:1][C:2]1[CH:7]=[CH:6][C:5]([O:8][CH3:9])=[CH:4][C:3]=1[C:10]1[CH:15]=[CH:14][C:13]([O:16][CH2:17][C:18]2[CH:23]=[CH:22][C:21]([O:24][CH3:25])=[CH:20][CH:19]=2)=[CH:12][C:11]=1[CH2:26][OH:27].C(N(CC)CC)C.[Cl-].[NH4+], predict the reaction product. The product is: [F:1][C:2]1[CH:7]=[CH:6][C:5]([O:8][CH3:9])=[CH:4][C:3]=1[C:10]1[C:11]([CH:26]=[O:27])=[CH:12][C:13]([O:16][CH2:17][C:18]2[CH:23]=[CH:22][C:21]([O:24][CH3:25])=[CH:20][CH:19]=2)=[CH:14][CH:15]=1. (5) Given the reactants Cl.C(OC([NH:9][C:10]1[CH:15]=[CH:14][CH:13]=[CH:12][C:11]=1[N:16]([CH:36]1[CH2:41][CH2:40][CH2:39][CH2:38][CH2:37]1)[CH2:17][C@@H:18]([NH:29][C:30](=[O:35])[C:31]([F:34])([F:33])[F:32])[C:19]([O:21][CH2:22][C:23]1[CH:28]=[CH:27][CH:26]=[CH:25][CH:24]=1)=[O:20])=O)(C)(C)C.C(=O)(O)[O-].[Na+], predict the reaction product. The product is: [NH2:9][C:10]1[CH:15]=[CH:14][CH:13]=[CH:12][C:11]=1[N:16]([CH:36]1[CH2:37][CH2:38][CH2:39][CH2:40][CH2:41]1)[CH2:17][C@@H:18]([NH:29][C:30](=[O:35])[C:31]([F:32])([F:33])[F:34])[C:19]([O:21][CH2:22][C:23]1[CH:28]=[CH:27][CH:26]=[CH:25][CH:24]=1)=[O:20].